Dataset: Peptide-MHC class II binding affinity with 134,281 pairs from IEDB. Task: Regression. Given a peptide amino acid sequence and an MHC pseudo amino acid sequence, predict their binding affinity value. This is MHC class II binding data. (1) The peptide sequence is ARGYISTRVGMGEAA. The MHC is DRB1_0405 with pseudo-sequence DRB1_0405. The binding affinity (normalized) is 0.584. (2) The peptide sequence is YDKFLANVSTVLTGT. The MHC is DRB1_0802 with pseudo-sequence DRB1_0802. The binding affinity (normalized) is 0.768. (3) The peptide sequence is ISSMVEAMVSRARID. The MHC is DRB1_0802 with pseudo-sequence DRB1_0802. The binding affinity (normalized) is 0.355. (4) The peptide sequence is AFILDGDNLFPKV. The MHC is DRB1_1001 with pseudo-sequence DRB1_1001. The binding affinity (normalized) is 0.232. (5) The peptide sequence is GSMAKKGDEQKLRSA. The MHC is DRB3_0101 with pseudo-sequence DRB3_0101. The binding affinity (normalized) is 0.0904. (6) The binding affinity (normalized) is 0.330. The peptide sequence is TISNNLFFNHHKVML. The MHC is HLA-DPA10103-DPB10401 with pseudo-sequence HLA-DPA10103-DPB10401. (7) The peptide sequence is KVAATAANAAPANDKFTVFE. The MHC is HLA-DPA10201-DPB11401 with pseudo-sequence HLA-DPA10201-DPB11401. The binding affinity (normalized) is 0.670.